This data is from Reaction yield outcomes from USPTO patents with 853,638 reactions. The task is: Predict the reaction yield, written as a fraction of the theoretical maximum amount of product (1.0 means a 100% yield; for example, 0.34 means a 34% yield). The reactants are [BH4-].[Na+].[CH3:3][O:4][CH:5]([O:22][CH3:23])[C:6]1[C:13]([O:14][CH2:15][O:16][CH3:17])=[C:12]([C:18]([F:21])([F:20])[F:19])[CH:11]=[CH:10][C:7]=1[CH:8]=[O:9].O. The catalyst is O1CCCC1CO. The product is [CH3:23][O:22][CH:5]([O:4][CH3:3])[C:6]1[C:13]([O:14][CH2:15][O:16][CH3:17])=[C:12]([C:18]([F:19])([F:20])[F:21])[CH:11]=[CH:10][C:7]=1[CH2:8][OH:9]. The yield is 0.520.